From a dataset of Catalyst prediction with 721,799 reactions and 888 catalyst types from USPTO. Predict which catalyst facilitates the given reaction. (1) Reactant: [CH:1]1([O:6][C:7](=[O:33])[C@H:8]([NH:15]C(OCC2C3C=CC=CC=3C3C2=CC=CC=3)=O)[CH2:9][S:10][C:11]([CH3:14])([CH3:13])[CH3:12])[CH2:5][CH2:4][CH2:3][CH2:2]1.N1CCCCC1. Product: [CH:1]1([O:6][C:7](=[O:33])[C@H:8]([NH2:15])[CH2:9][S:10][C:11]([CH3:12])([CH3:13])[CH3:14])[CH2:2][CH2:3][CH2:4][CH2:5]1. The catalyst class is: 23. (2) Reactant: [CH3:1][C:2]1[C:3]([CH2:15][O:16][C:17]2[CH:22]=[CH:21][C:20]([C:23]3[C:27]([CH3:28])=[C:26]([C:29]([NH2:31])=O)[N:25]([CH3:32])[N:24]=3)=[CH:19][C:18]=2[CH3:33])=[C:4]([N:8]2[C:12](=[O:13])[N:11]([CH3:14])[N:10]=[N:9]2)[CH:5]=[CH:6][CH:7]=1.N1C=CC=CC=1.P(Cl)(Cl)(Cl)=O. Product: [CH3:1][C:2]1[C:3]([CH2:15][O:16][C:17]2[CH:22]=[CH:21][C:20]([C:23]3[C:27]([CH3:28])=[C:26]([C:29]#[N:31])[N:25]([CH3:32])[N:24]=3)=[CH:19][C:18]=2[CH3:33])=[C:4]([N:8]2[C:12](=[O:13])[N:11]([CH3:14])[N:10]=[N:9]2)[CH:5]=[CH:6][CH:7]=1. The catalyst class is: 6.